Task: Predict the product of the given reaction.. Dataset: Forward reaction prediction with 1.9M reactions from USPTO patents (1976-2016) (1) The product is: [S:1]1[C:5]([C:6]([NH:8][NH2:9])=[O:7])=[CH:4][CH:3]=[N:2]1. Given the reactants [S:1]1[C:5]([C:6]([NH:8][NH:9]C(OC(C)(C)C)=O)=[O:7])=[CH:4][CH:3]=[N:2]1.Cl, predict the reaction product. (2) The product is: [Br:1][C:18]1[C:11]2[C:10]([Cl:9])=[N:15][CH:14]=[N:13][C:12]=2[N:16]([C@H:19]2[CH2:22][C@@H:21]([CH2:23][N:24]3[CH2:29][CH2:28][S:27](=[O:30])(=[O:31])[CH2:26][CH2:25]3)[CH2:20]2)[CH:17]=1. Given the reactants [Br:1]N1C(=O)CCC1=O.[Cl:9][C:10]1[C:11]2[CH:18]=[CH:17][N:16]([C@H:19]3[CH2:22][C@@H:21]([CH2:23][N:24]4[CH2:29][CH2:28][S:27](=[O:31])(=[O:30])[CH2:26][CH2:25]4)[CH2:20]3)[C:12]=2[N:13]=[CH:14][N:15]=1, predict the reaction product. (3) Given the reactants [CH:1]1[CH:2]=[CH:3][C:4]2[O:11][C:9](=[O:10])[CH2:8][CH2:7][C:5]=2[CH:6]=1.[OH:12]S(O)(=O)=O.[CH2:17](O)[CH3:18], predict the reaction product. The product is: [OH:11][C:4]1[CH:3]=[CH:2][CH:1]=[CH:6][C:5]=1[CH2:7][CH2:8][C:9]([O:10][CH2:17][CH3:18])=[O:12].